This data is from Retrosynthesis with 50K atom-mapped reactions and 10 reaction types from USPTO. The task is: Predict the reactants needed to synthesize the given product. Given the product COc1cc(N2CCN(C(=O)CO)CC2)ccc1Nc1ncc(Cl)c(-c2cnn3ccccc23)n1, predict the reactants needed to synthesize it. The reactants are: COc1cc(N2CCNCC2)ccc1Nc1ncc(Cl)c(-c2cnn3ccccc23)n1.O=C(O)CO.